This data is from Reaction yield outcomes from USPTO patents with 853,638 reactions. The task is: Predict the reaction yield, written as a fraction of the theoretical maximum amount of product (1.0 means a 100% yield; for example, 0.34 means a 34% yield). (1) The reactants are [NH2:1][C:2]1[C:11]2[C:6](=[CH:7][CH:8]=[CH:9][C:10]=2[O:12][CH2:13][C:14]([NH2:17])([CH3:16])[CH3:15])[N:5]=[C:4]([CH3:18])[C:3]=1[C:19]([O:21]CC)=[O:20].[OH-].[Na+].[ClH:26]. The catalyst is CCO.O. The product is [Cl-:26].[NH3+:17][C:14]([CH3:16])([CH3:15])[CH2:13][O:12][C:10]1[CH:9]=[CH:8][CH:7]=[C:6]2[C:11]=1[C:2]([NH3+:1])=[C:3]([C:19]([OH:21])=[O:20])[C:4]([CH3:18])=[N:5]2.[Cl-:26]. The yield is 0.540. (2) The reactants are [O:1]1[C:5]2[CH:6]=[CH:7][C:8]([C:10]3([C:13]([NH:15][C:16]4[CH:21]=[CH:20][C:19]([CH2:22][C:23]#[N:24])=[C:18](Br)[CH:17]=4)=[O:14])[CH2:12][CH2:11]3)=[CH:9][C:4]=2[O:3][CH2:2]1.[CH3:26][N:27]([CH3:39])[C:28]([C:30]1[CH:35]=[CH:34][C:33](B(O)O)=[CH:32][CH:31]=1)=[O:29].C([O-])([O-])=O.[K+].[K+]. The catalyst is CN(C)C=O. The product is [O:1]1[C:5]2[CH:6]=[CH:7][C:8]([C:10]3([C:13]([NH:15][C:16]4[CH:21]=[CH:20][C:19]([CH2:22][C:23]#[N:24])=[C:18]([C:33]5[CH:34]=[CH:35][C:30]([C:28]([N:27]([CH3:39])[CH3:26])=[O:29])=[CH:31][CH:32]=5)[CH:17]=4)=[O:14])[CH2:12][CH2:11]3)=[CH:9][C:4]=2[O:3][CH2:2]1. The yield is 0.200. (3) The reactants are [Cl:1][C:2]1[CH:3]=[C:4]2[CH:10]=[CH:9]NC2=NC=1.[CH2:11]1[N:16]2[CH2:17][N:16]3[CH2:11][N:12]([CH2:13]2)[CH2:13][N:12]1[CH2:17]3.[OH2:21]. The product is [Cl:1][C:2]1[CH:3]=[C:4]2[C:10]([CH:9]=[O:21])=[CH:17][NH:16][C:11]2=[N:12][CH:13]=1. The catalyst is C(O)(=O)C. The yield is 0.590.